Dataset: Forward reaction prediction with 1.9M reactions from USPTO patents (1976-2016). Task: Predict the product of the given reaction. The product is: [F:1][C:2]1[CH:7]=[CH:6][C:5]([C:8]2[CH:13]=[CH:12][CH:11]=[C:10]([F:14])[CH:9]=2)=[CH:4][C:3]=1[CH2:15][NH:16][C:17]1[C:18]([CH3:25])=[C:19]([CH:20]=[CH:21][C:22]=1[CH3:23])[O:24][CH2:33][C:34]([O:36][CH2:37][CH3:38])=[O:35]. Given the reactants [F:1][C:2]1[CH:7]=[CH:6][C:5]([C:8]2[CH:13]=[CH:12][CH:11]=[C:10]([F:14])[CH:9]=2)=[CH:4][C:3]=1[CH2:15][NH:16][C:17]1[C:18]([CH3:25])=[C:19]([OH:24])[CH:20]=[CH:21][C:22]=1[CH3:23].C([O-])([O-])=O.[Cs+].[Cs+].Br[CH2:33][C:34]([O:36][CH2:37][CH3:38])=[O:35], predict the reaction product.